This data is from Full USPTO retrosynthesis dataset with 1.9M reactions from patents (1976-2016). The task is: Predict the reactants needed to synthesize the given product. Given the product [CH2:9]([C:11]1[CH:16]=[CH:15][C:14]([C:2]2[C:6]([CH:7]=[O:8])=[CH:5][S:4][CH:3]=2)=[CH:13][CH:12]=1)[CH3:10], predict the reactants needed to synthesize it. The reactants are: Br[C:2]1[C:6]([CH:7]=[O:8])=[CH:5][S:4][CH:3]=1.[CH2:9]([C:11]1[CH:16]=[CH:15][C:14](B(O)O)=[CH:13][CH:12]=1)[CH3:10].C([O-])([O-])=O.[Na+].[Na+].